Task: Regression. Given two drug SMILES strings and cell line genomic features, predict the synergy score measuring deviation from expected non-interaction effect.. Dataset: NCI-60 drug combinations with 297,098 pairs across 59 cell lines (1) Drug 1: CC1C(C(CC(O1)OC2CC(CC3=C2C(=C4C(=C3O)C(=O)C5=C(C4=O)C(=CC=C5)OC)O)(C(=O)C)O)N)O.Cl. Drug 2: COC1=NC(=NC2=C1N=CN2C3C(C(C(O3)CO)O)O)N. Cell line: SF-539. Synergy scores: CSS=34.0, Synergy_ZIP=0.650, Synergy_Bliss=3.64, Synergy_Loewe=2.79, Synergy_HSA=2.89. (2) Drug 1: CS(=O)(=O)CCNCC1=CC=C(O1)C2=CC3=C(C=C2)N=CN=C3NC4=CC(=C(C=C4)OCC5=CC(=CC=C5)F)Cl. Drug 2: C1CNP(=O)(OC1)N(CCCl)CCCl. Cell line: DU-145. Synergy scores: CSS=19.6, Synergy_ZIP=-6.27, Synergy_Bliss=-2.28, Synergy_Loewe=-43.5, Synergy_HSA=-1.42. (3) Drug 1: C1=CN(C=N1)CC(O)(P(=O)(O)O)P(=O)(O)O. Drug 2: C1=NC2=C(N1)C(=S)N=CN2. Cell line: CCRF-CEM. Synergy scores: CSS=54.7, Synergy_ZIP=3.30, Synergy_Bliss=5.24, Synergy_Loewe=-6.75, Synergy_HSA=5.24. (4) Drug 1: CC1OCC2C(O1)C(C(C(O2)OC3C4COC(=O)C4C(C5=CC6=C(C=C35)OCO6)C7=CC(=C(C(=C7)OC)O)OC)O)O. Drug 2: C1=C(C(=O)NC(=O)N1)N(CCCl)CCCl. Cell line: SF-539. Synergy scores: CSS=47.8, Synergy_ZIP=-6.45, Synergy_Bliss=-1.96, Synergy_Loewe=-9.11, Synergy_HSA=1.94. (5) Drug 1: CCC1=CC2CC(C3=C(CN(C2)C1)C4=CC=CC=C4N3)(C5=C(C=C6C(=C5)C78CCN9C7C(C=CC9)(C(C(C8N6C)(C(=O)OC)O)OC(=O)C)CC)OC)C(=O)OC.C(C(C(=O)O)O)(C(=O)O)O. Cell line: OVCAR-4. Drug 2: COC1=NC(=NC2=C1N=CN2C3C(C(C(O3)CO)O)O)N. Synergy scores: CSS=32.5, Synergy_ZIP=-7.08, Synergy_Bliss=1.04, Synergy_Loewe=-62.3, Synergy_HSA=-1.13. (6) Drug 1: CC1=CC=C(C=C1)C2=CC(=NN2C3=CC=C(C=C3)S(=O)(=O)N)C(F)(F)F. Drug 2: CCCCCOC(=O)NC1=NC(=O)N(C=C1F)C2C(C(C(O2)C)O)O. Cell line: A549. Synergy scores: CSS=-3.42, Synergy_ZIP=3.18, Synergy_Bliss=4.17, Synergy_Loewe=-2.54, Synergy_HSA=-1.58.